From a dataset of Catalyst prediction with 721,799 reactions and 888 catalyst types from USPTO. Predict which catalyst facilitates the given reaction. Reactant: C(N(CC)CC)C.[C:8]([N:11]1[C:20]2[C:15](=[C:16]([OH:39])[C:17]([C:21]3[CH:22]=[N:23][N:24]([CH:26]4[CH2:31][CH2:30][N:29]([C:32]([O:34][C:35]([CH3:38])([CH3:37])[CH3:36])=[O:33])[CH2:28][CH2:27]4)[CH:25]=3)=[CH:18][CH:19]=2)[CH2:14][CH2:13][C@@H:12]1[CH3:40])(=[O:10])[CH3:9].ClC1C=CC(N([S:49]([C:52]([F:55])([F:54])[F:53])(=[O:51])=[O:50])[S:49]([C:52]([F:55])([F:54])[F:53])(=[O:51])=[O:50])=NC=1. Product: [C:8]([N:11]1[C:20]2[C:15](=[C:16]([O:39][S:49]([C:52]([F:55])([F:54])[F:53])(=[O:51])=[O:50])[C:17]([C:21]3[CH:22]=[N:23][N:24]([CH:26]4[CH2:31][CH2:30][N:29]([C:32]([O:34][C:35]([CH3:38])([CH3:37])[CH3:36])=[O:33])[CH2:28][CH2:27]4)[CH:25]=3)=[CH:18][CH:19]=2)[CH2:14][CH2:13][C@@H:12]1[CH3:40])(=[O:10])[CH3:9]. The catalyst class is: 119.